Dataset: Reaction yield outcomes from USPTO patents with 853,638 reactions. Task: Predict the reaction yield, written as a fraction of the theoretical maximum amount of product (1.0 means a 100% yield; for example, 0.34 means a 34% yield). The reactants are [CH2:1]([N:3]([CH2:16][CH3:17])[CH2:4][CH2:5][CH2:6][O:7][C:8]1[CH:13]=[CH:12][C:11]([NH2:14])=[CH:10][C:9]=1[F:15])[CH3:2].[F:18][C:19]1[CH:27]=[C:26]2[C:22]([C:23](=[CH:29]O)[C:24](=[O:28])[NH:25]2)=[CH:21][CH:20]=1. No catalyst specified. The product is [CH2:16]([N:3]([CH2:1][CH3:2])[CH2:4][CH2:5][CH2:6][O:7][C:8]1[CH:13]=[CH:12][C:11]([NH:14][CH:29]=[C:23]2[C:22]3[C:26](=[CH:27][C:19]([F:18])=[CH:20][CH:21]=3)[NH:25][C:24]2=[O:28])=[CH:10][C:9]=1[F:15])[CH3:17]. The yield is 0.320.